This data is from Forward reaction prediction with 1.9M reactions from USPTO patents (1976-2016). The task is: Predict the product of the given reaction. (1) Given the reactants C[O:2][C:3]([C:5]1[CH:6]=[CH:7][C:8]2[N:14]3[CH2:15][C@H:11]([CH2:12][CH2:13]3)[NH:10][C:9]=2[N:16]=1)=[O:4].[H-].[Na+].[N:19]1[CH:24]=[CH:23][CH:22]=[CH:21][C:20]=1[N:25]1C(=O)N2C=CC=CC2=N[C:26]1=[O:36].CO, predict the reaction product. The product is: [N:19]1[CH:24]=[CH:23][CH:22]=[CH:21][C:20]=1[NH:25][C:26]([N:10]1[C@@H:11]2[CH2:15][N:14]([CH2:13][CH2:12]2)[C:8]2[CH:7]=[CH:6][C:5]([C:3]([OH:2])=[O:4])=[N:16][C:9]1=2)=[O:36]. (2) Given the reactants I([O-])(=O)(=O)=[O:2].[Na+].[CH:7]([C:9]1[CH:10]=[CH:11][C:12]2[S:16][CH:15]=[C:14]([CH2:17][CH2:18][NH:19][C:20]([CH:22]3[CH2:27][CH2:26][CH2:25][CH2:24][CH2:23]3)=[O:21])[C:13]=2[CH:28]=1)=C, predict the reaction product. The product is: [CH:7]([C:9]1[CH:10]=[CH:11][C:12]2[S:16][CH:15]=[C:14]([CH2:17][CH2:18][NH:19][C:20]([CH:22]3[CH2:27][CH2:26][CH2:25][CH2:24][CH2:23]3)=[O:21])[C:13]=2[CH:28]=1)=[O:2]. (3) Given the reactants [CH3:1][O:2][CH2:3][N:4]1[C:8]2[CH:9]=[CH:10][C:11]([CH:13]([C:15]3[CH:19]=[CH:18][N:17]([C:20]4[N:25]=[CH:24][C:23]([CH2:26][O:27][CH2:28][C:29]([OH:31])=O)=[CH:22][CH:21]=4)[N:16]=3)[CH3:14])=[CH:12][C:7]=2[S:6][C:5]1=[O:32].Cl.CN(C)CCCN=C=NCC.Cl.[CH3:46][NH:47][O:48][CH3:49].N1C=CC=CC=1, predict the reaction product. The product is: [CH3:49][O:48][N:47]([CH3:46])[C:29](=[O:31])[CH2:28][O:27][CH2:26][C:23]1[CH:24]=[N:25][C:20]([N:17]2[CH:18]=[CH:19][C:15]([CH:13]([C:11]3[CH:10]=[CH:9][C:8]4[N:4]([CH2:3][O:2][CH3:1])[C:5](=[O:32])[S:6][C:7]=4[CH:12]=3)[CH3:14])=[N:16]2)=[CH:21][CH:22]=1. (4) Given the reactants [CH2:1]([O:3][C:4]1[CH:13]=[CH:12][C:7]2[N:8]=[C:9]([NH2:11])[S:10][C:6]=2[CH:5]=1)[CH3:2].[F:14][C:15]([F:27])([F:26])[O:16][C:17]1[CH:18]=[C:19]([CH:23]=[CH:24][CH:25]=1)[C:20](Cl)=[O:21].Br[CH:29]([CH2:34][CH3:35])[C:30]([O:32]C)=[O:31].COC1C=CC2N=C(N)SC=2C=1.ClC1C=C(C=CC=1)C(Cl)=O.BrCC(OCC)=O, predict the reaction product. The product is: [CH2:1]([O:3][C:4]1[CH:13]=[CH:12][C:7]2[N:8]([CH:29]([CH2:34][CH3:35])[C:30]([OH:32])=[O:31])[C:9](=[N:11][C:20](=[O:21])[C:19]3[CH:23]=[CH:24][CH:25]=[C:17]([O:16][C:15]([F:27])([F:26])[F:14])[CH:18]=3)[S:10][C:6]=2[CH:5]=1)[CH3:2].